This data is from Full USPTO retrosynthesis dataset with 1.9M reactions from patents (1976-2016). The task is: Predict the reactants needed to synthesize the given product. (1) Given the product [NH2:5][C:6]1[CH:11]=[C:10]([C:12]2[C:13]([C:20]3[C:21]([F:41])=[C:22]([NH:26][S:27]([C:30]4[CH:35]=[C:34]([F:36])[CH:33]=[CH:32][C:31]=4[F:37])(=[O:29])=[O:28])[CH:23]=[CH:24][CH:25]=3)=[N:14][N:15]([CH2:17][CH2:18][F:19])[CH:16]=2)[CH:9]=[CH:8][N:7]=1, predict the reactants needed to synthesize it. The reactants are: C([NH:5][C:6]1[CH:11]=[C:10]([C:12]2[C:13]([C:20]3[C:21]([F:41])=[C:22]([N:26](COC)[S:27]([C:30]4[CH:35]=[C:34]([F:36])[CH:33]=[CH:32][C:31]=4[F:37])(=[O:29])=[O:28])[CH:23]=[CH:24][CH:25]=3)=[N:14][N:15]([CH2:17][CH2:18][F:19])[CH:16]=2)[CH:9]=[CH:8][N:7]=1)(C)(C)C. (2) Given the product [NH:8]1[C:4]2[N:5]=[CH:6][CH:7]=[C:2]([C:16]#[N:17])[C:3]=2[CH:10]=[CH:9]1, predict the reactants needed to synthesize it. The reactants are: I[C:2]1[CH:7]=[CH:6][N:5]=[C:4]2[NH:8][CH:9]=[CH:10][C:3]=12.O.[NH4+].[Cl-].[NH4+].[OH-].[CH3:16][N:17](C=O)C.